Dataset: Retrosynthesis with 50K atom-mapped reactions and 10 reaction types from USPTO. Task: Predict the reactants needed to synthesize the given product. (1) Given the product CC(C)(C)OC(=O)N1CCCC[C@H]1c1nc2cc(Br)sc2c(=O)[nH]1, predict the reactants needed to synthesize it. The reactants are: CC(C)(C)OC(=O)N1CC=CC[C@H]1c1nc2cc(Br)sc2c(=O)[nH]1. (2) Given the product CN1CCN(Cc2cccc(-c3cc4c(Nc5ccc6[nH]ccc6c5)c(C#N)cnc4s3)c2)CC1, predict the reactants needed to synthesize it. The reactants are: CN1CCNCC1.N#Cc1cnc2sc(-c3cccc(C=O)c3)cc2c1Nc1ccc2[nH]ccc2c1. (3) Given the product Cc1ccc(S(=O)(=O)n2c(C3=CCN(C(=O)OC(C)(C)C)CC3)cc3c(Br)ccnc32)cc1, predict the reactants needed to synthesize it. The reactants are: CC(C)(C)OC(=O)N1CC=C(B2OC(C)(C)C(C)(C)O2)CC1.Cc1ccc(S(=O)(=O)n2c(I)cc3c(Br)ccnc32)cc1. (4) Given the product Oc1ccc(-n2cnnn2)cc1F, predict the reactants needed to synthesize it. The reactants are: Fc1cc(-n2cnnn2)ccc1OCc1ccccc1. (5) Given the product O=CCCCNC(=O)C1Cc2ccccc2C1, predict the reactants needed to synthesize it. The reactants are: O=C(NCCCCO)C1Cc2ccccc2C1.